The task is: Predict which catalyst facilitates the given reaction.. This data is from Catalyst prediction with 721,799 reactions and 888 catalyst types from USPTO. Reactant: [F:1][C:2]1[CH:10]=[C:9]2[C:5]([C:6]([C:12]3[N:13]=[C:14]4[C:20]([C:21](O)=[O:22])=[CH:19][NH:18][C:15]4=[N:16][CH:17]=3)=[N:7][N:8]2[CH3:11])=[CH:4][CH:3]=1.[CH3:24][C:25]1([NH2:28])[CH2:27][CH2:26]1.CN(C(ON1N=NC2C=CC=NC1=2)=[N+](C)C)C.F[P-](F)(F)(F)(F)F.CCN(C(C)C)C(C)C. Product: [F:1][C:2]1[CH:10]=[C:9]2[C:5]([C:6]([C:12]3[N:13]=[C:14]4[C:20]([C:21]([NH:28][C:25]5([CH3:24])[CH2:27][CH2:26]5)=[O:22])=[CH:19][NH:18][C:15]4=[N:16][CH:17]=3)=[N:7][N:8]2[CH3:11])=[CH:4][CH:3]=1. The catalyst class is: 3.